This data is from Forward reaction prediction with 1.9M reactions from USPTO patents (1976-2016). The task is: Predict the product of the given reaction. (1) The product is: [N:22]1([C:20]2[CH:19]=[CH:18][C:12]3[N:13]4[CH2:17][C@H:16]([CH2:15][CH2:14]4)[N:10]([C:8]([NH:7][C:2]4[CH:3]=[N:4][CH:5]=[CH:6][N:1]=4)=[O:9])[C:11]=3[N:21]=2)[CH2:23][CH2:24][NH:25][CH2:26][CH2:27]1. Given the reactants [N:1]1[CH:6]=[CH:5][N:4]=[CH:3][C:2]=1[NH:7][C:8]([N:10]1[C@@H:16]2[CH2:17][N:13]([CH2:14][CH2:15]2)[C:12]2[CH:18]=[CH:19][C:20]([N:22]3[CH2:27][CH2:26][N:25](C(OC(C)(C)C)=O)[CH2:24][CH2:23]3)=[N:21][C:11]1=2)=[O:9].Cl.C(OCC)C.C([O-])(O)=O.[Na+], predict the reaction product. (2) Given the reactants [CH2:1]([O:3][C:4]([C:6]1[CH:7]=[C:8]2[C:13](=[CH:14][CH:15]=1)[NH:12][CH:11]([C:16]1[CH:21]=[CH:20][CH:19]=[C:18](Br)[CH:17]=1)[CH2:10][C:9]2([CH3:24])[CH3:23])=[O:5])[CH3:2].[CH3:25][C:26]1[CH:31]=[C:30]([CH3:32])[CH:29]=[CH:28][C:27]=1[N:33]1[CH2:38][CH2:37][NH:36][CH2:35][CH2:34]1.C(=O)([O-])[O-].[Cs+].[Cs+].C(OCC)(=O)C, predict the reaction product. The product is: [CH2:1]([O:3][C:4]([C:6]1[CH:7]=[C:8]2[C:13](=[CH:14][CH:15]=1)[NH:12][CH:11]([C:16]1[CH:21]=[CH:20][CH:19]=[C:18]([N:36]3[CH2:37][CH2:38][N:33]([C:27]4[CH:28]=[CH:29][C:30]([CH3:32])=[CH:31][C:26]=4[CH3:25])[CH2:34][CH2:35]3)[CH:17]=1)[CH2:10][C:9]2([CH3:24])[CH3:23])=[O:5])[CH3:2]. (3) Given the reactants C1COCC1.[CH3:6][C:7]([CH3:21])([O:9][C:10]([NH:12][C:13]1[S:14][C:15]([C:18](Cl)=[O:19])=[CH:16][N:17]=1)=[O:11])[CH3:8].Cl.[CH:23]1([CH:27]([NH2:29])[CH3:28])[CH2:26][CH2:25][CH2:24]1.Cl, predict the reaction product. The product is: [CH:23]1([CH:27]([NH:29][C:18]([C:15]2[S:14][C:13]([NH:12][C:10]([O:9][C:7]([CH3:21])([CH3:8])[CH3:6])=[O:11])=[N:17][CH:16]=2)=[O:19])[CH3:28])[CH2:26][CH2:25][CH2:24]1.